From a dataset of Forward reaction prediction with 1.9M reactions from USPTO patents (1976-2016). Predict the product of the given reaction. Given the reactants [F:1][C@H:2]1[CH2:6][CH2:5][N:4]([C:7]([O:9][C:10]([CH3:13])([CH3:12])[CH3:11])=[O:8])[CH2:3]1.C(N1CC[C@H](O)C1)(OC(C)(C)C)=O.COCCN(S(F)(F)F)CCOC, predict the reaction product. The product is: [F:1][C@@H:2]1[CH2:6][CH2:5][N:4]([C:7]([O:9][C:10]([CH3:13])([CH3:12])[CH3:11])=[O:8])[CH2:3]1.